Dataset: Full USPTO retrosynthesis dataset with 1.9M reactions from patents (1976-2016). Task: Predict the reactants needed to synthesize the given product. (1) Given the product [Cl:10][C:5]1[C:6]([O:8][CH3:9])=[CH:7][C:2]([CH:17]=[CH2:18])=[N:3][CH:4]=1, predict the reactants needed to synthesize it. The reactants are: Cl[C:2]1[CH:7]=[C:6]([O:8][CH3:9])[C:5]([Cl:10])=[CH:4][N:3]=1.B1(C=C)OB([CH:17]=[CH2:18])OB(C=C)O1.C1C=CN=CC=1.C([O-])([O-])=O.[K+].[K+]. (2) Given the product [CH2:1]([O:8][C:9]1[CH:15]=[C:14]([Br:16])[CH:13]=[C:12]([N+:17]([O-:19])=[O:18])[C:10]=1[NH:11][C:20](=[O:22])[CH3:21])[C:2]1[CH:7]=[CH:6][CH:5]=[CH:4][CH:3]=1, predict the reactants needed to synthesize it. The reactants are: [CH2:1]([O:8][C:9]1[CH:15]=[C:14]([Br:16])[CH:13]=[C:12]([N+:17]([O-:19])=[O:18])[C:10]=1[NH2:11])[C:2]1[CH:7]=[CH:6][CH:5]=[CH:4][CH:3]=1.[C:20](OC(=O)C)(=[O:22])[CH3:21].O. (3) Given the product [NH:33]1[C:34]2[C:30](=[CH:29][C:28]([NH:27][C:25]3[C:24]4[C:19](=[CH:20][CH:21]=[CH:22][CH:23]=4)[N:18]=[C:17]([C:13]4[CH:12]=[C:11]([NH:10][C:9]([NH:8][CH2:1][C:2]5[CH:3]=[CH:4][CH:5]=[CH:6][CH:7]=5)=[O:44])[CH:16]=[CH:15][CH:14]=4)[N:26]=3)=[CH:36][CH:35]=2)[CH:31]=[N:32]1, predict the reactants needed to synthesize it. The reactants are: [CH2:1]([NH:8][C:9](=[O:44])[NH:10][C:11]1[CH:12]=[C:13]([C:17]2[N:26]=[C:25]([NH:27][C:28]3[CH:29]=[C:30]4[C:34](=[CH:35][CH:36]=3)[N:33](C(OC(C)(C)C)=O)[N:32]=[CH:31]4)[C:24]3[C:19](=[CH:20][CH:21]=[CH:22][CH:23]=3)[N:18]=2)[CH:14]=[CH:15][CH:16]=1)[C:2]1[CH:7]=[CH:6][CH:5]=[CH:4][CH:3]=1.C(O)(C(F)(F)F)=O. (4) Given the product [Br:10][C:11]1[CH:16]=[CH:15][CH:14]=[C:13]([O:6][CH2:5][CH:3]2[CH2:4][C:2]2([F:7])[F:1])[N:12]=1, predict the reactants needed to synthesize it. The reactants are: [F:1][C:2]1([F:7])[CH2:4][CH:3]1[CH2:5][OH:6].[H-].[Na+].[Br:10][C:11]1[CH:16]=[CH:15][CH:14]=[C:13](F)[N:12]=1.O. (5) Given the product [F:21][C:2]([F:1])([F:20])[C:3]1[CH:4]=[C:5]([C:10]2[CH:15]=[CH:14][N:13]=[C:12]([C:16]3[NH:18][O:19][C:22](=[O:23])[N:17]=3)[CH:11]=2)[CH:6]=[CH:7][C:8]=1[F:9], predict the reactants needed to synthesize it. The reactants are: [F:1][C:2]([F:21])([F:20])[C:3]1[CH:4]=[C:5]([C:10]2[CH:15]=[CH:14][N:13]=[C:12]([C:16](=[N:18][OH:19])[NH2:17])[CH:11]=2)[CH:6]=[CH:7][C:8]=1[F:9].[C:22](N1C=CN=C1)(N1C=CN=C1)=[O:23].N12CCCN=C1CCCCC2.Cl. (6) Given the product [CH2:1]([N:8]1[C:12]([CH2:13][CH2:14][CH2:15][CH2:16][CH:17]=[O:20])=[N:11][N:10]=[N:9]1)[C:2]1[CH:7]=[CH:6][CH:5]=[CH:4][CH:3]=1, predict the reactants needed to synthesize it. The reactants are: [CH2:1]([N:8]1[C:12]([CH2:13][CH2:14][CH2:15][CH2:16][CH:17]=C)=[N:11][N:10]=[N:9]1)[C:2]1[CH:7]=[CH:6][CH:5]=[CH:4][CH:3]=1.I([O-])(=O)(=O)=[O:20].[Na+].C(OCC)(=O)C.